From a dataset of Reaction yield outcomes from USPTO patents with 853,638 reactions. Predict the reaction yield, written as a fraction of the theoretical maximum amount of product (1.0 means a 100% yield; for example, 0.34 means a 34% yield). (1) The reactants are [F:1][C:2]1[CH:11]=[C:10]2[C:5]([CH:6]=[CH:7][CH:8]=[N:9]2)=[CH:4][C:3]=1[CH2:12][N:13]1[C:21]2[C:16](=[N:17][CH:18]=[C:19]([C:22](=O)[CH3:23])[N:20]=2)[N:15]=[N:14]1.[NH2:25][O:26][CH2:27][C:28]([CH3:31])([OH:30])[CH3:29]. No catalyst specified. The product is [OH:30][C:28]([CH3:31])([CH3:29])[CH2:27][O:26]/[N:25]=[C:22](/[C:19]1[N:20]=[C:21]2[N:13]([CH2:12][C:3]3[CH:4]=[C:5]4[C:10](=[CH:11][C:2]=3[F:1])[N:9]=[CH:8][CH:7]=[CH:6]4)[N:14]=[N:15][C:16]2=[N:17][CH:18]=1)\[CH3:23]. The yield is 0.890. (2) The yield is 0.630. The catalyst is O1CCCC1. The product is [Cl:1][C:2]1[C:10]2[N:9]=[C:8]([NH:11][C:12]3[CH:13]=[N:14][C:15]([N:19]4[CH2:23][CH2:22][CH2:21][CH2:20]4)=[CH:16][C:17]=3[CH3:18])[N:7]([CH2:24][CH2:25][CH2:26][CH2:27][OH:28])[C:6]=2[C:5]([CH:32]([CH2:35][CH3:36])[CH2:33][CH3:34])=[CH:4][CH:3]=1. The reactants are [Cl:1][C:2]1[C:10]2[N:9]=[C:8]([NH:11][C:12]3[CH:13]=[N:14][C:15]([N:19]4[CH2:23][CH2:22][CH2:21][CH2:20]4)=[CH:16][C:17]=3[CH3:18])[N:7]([CH2:24][CH2:25][CH2:26][C:27](OCC)=[O:28])[C:6]=2[C:5]([CH:32]([CH2:35][CH3:36])[CH2:33][CH3:34])=[CH:4][CH:3]=1.[BH4-].[Li+].[Cl-].[NH4+].C(=O)(O)[O-].[Na+].